Dataset: Forward reaction prediction with 1.9M reactions from USPTO patents (1976-2016). Task: Predict the product of the given reaction. (1) Given the reactants [C:1]([O:5][C:6]([N:8]1[CH2:13][CH2:12][CH:11](NC(OC)=O)[CH2:10][CH2:9]1)=[O:7])([CH3:4])([CH3:3])[CH3:2].NC1CCC[N:22]([C:26]([O:28][C:29](C)(C)C)=[O:27])C1, predict the reaction product. The product is: [C:1]([O:5][C:6]([N:8]1[CH2:9][CH2:10][CH2:11][CH:12]([NH:22][C:26]([O:28][CH3:29])=[O:27])[CH2:13]1)=[O:7])([CH3:2])([CH3:3])[CH3:4]. (2) Given the reactants [C:1]1([NH:7][C:8]2[CH:17]=[CH:16][C:11]([C:12]([O:14]C)=[O:13])=[CH:10][N:9]=2)[CH:6]=[CH:5][CH:4]=[CH:3][CH:2]=1.[OH-].[Li+], predict the reaction product. The product is: [C:1]1([NH:7][C:8]2[CH:17]=[CH:16][C:11]([C:12]([OH:14])=[O:13])=[CH:10][N:9]=2)[CH:2]=[CH:3][CH:4]=[CH:5][CH:6]=1. (3) Given the reactants O1[CH2:6][CH2:5][N:4]([CH2:7][CH2:8][NH:9][C:10]2[N:15]=[CH:14][C:13]([C:16]3[N:17]=[C:18]([C:23]4[O:24][C:25]([C:28]5[CH:33]=[CH:32][CH:31]=[CH:30][CH:29]=5)=[N:26][N:27]=4)[C:19]([NH2:22])=[N:20][CH:21]=3)=[CH:12][CH:11]=2)[CH2:3]C1.COC1C=NC=CC=1C1N=C(C2OC(C3C=CC=CC=3)=NN=2)C(N)=NC=1.COC1N=CC(C2N=C(C3OC(C4C=CC=CC=4)=NN=3)C(N)=NC=2)=CC=1.CN(C)CCOC1C=C(C2N=C(C3OC(C4C=CC=CC=4)=NN=3)C(N)=NC=2)C=CN=1.C1(C2OC(C3C(N)=NC=C(C4C=NC(N5CCNCC5)=CC=4)N=3)=NN=2)C=CC=CC=1.NC1N=CC(C2C=CN=C(NCCN(C)C)C=2)=NC=1C1OC(C2C=CC=CC=2)=NN=1.CN(C)CCCOC1N=CC(C2N=C(C3OC(C4C=CC=CC=4)=NN=3)C(N)=NC=2)=CC=1.O1CCN(C2N=CC(C3N=C(C4OC(C5C=CC=CC=5)=NN=4)C(N)=NC=3)=CC=2)CC1, predict the reaction product. The product is: [CH3:3][N:4]1[CH2:7][CH2:8][N:9]([C:10]2[N:15]=[CH:14][C:13]([C:16]3[N:17]=[C:18]([C:23]4[O:24][C:25]([C:28]5[CH:29]=[CH:30][CH:31]=[CH:32][CH:33]=5)=[N:26][N:27]=4)[C:19]([NH2:22])=[N:20][CH:21]=3)=[CH:12][CH:11]=2)[CH2:6][CH2:5]1. (4) Given the reactants C([O:8][C:9]1[C:10]([N+:17]([O-])=O)=[N:11][C:12]([CH:15]=[CH2:16])=[CH:13][CH:14]=1)C1C=CC=CC=1, predict the reaction product. The product is: [NH2:17][C:10]1[C:9]([OH:8])=[CH:14][CH:13]=[C:12]([CH2:15][CH3:16])[N:11]=1. (5) Given the reactants [CH2:1]([O:6][C:7]1[C:8]([O:10][C@H:11]([C@H:14]([CH2:16][OH:17])[OH:15])[C:12]=1[OH:13])=[O:9])[CH:2]([CH2:4][OH:5])[OH:3].CS(C)=O.C(N(CC)CC)C.[C:29](Cl)(=[O:43])[CH2:30][CH2:31][CH2:32][CH2:33][CH2:34][CH2:35][CH2:36][CH2:37][CH2:38][CH2:39][CH2:40][CH2:41][CH3:42], predict the reaction product. The product is: [CH2:1]([O:6][C:7]1[C:8]([O:10][C@H:11]([C@H:14]([CH2:16][O:17][C:29](=[O:43])[CH2:30][CH2:31][CH2:32][CH2:33][CH2:34][CH2:35][CH2:36][CH2:37][CH2:38][CH2:39][CH2:40][CH2:41][CH3:42])[OH:15])[C:12]=1[OH:13])=[O:9])[CH:2]([CH2:4][OH:5])[OH:3]. (6) Given the reactants [Br:1][C:2]1[CH:7]=[CH:6][C:5]([NH2:8])=[C:4]([C:9]2[CH2:14][CH2:13][C:12]([CH3:16])([CH3:15])[CH2:11][CH:10]=2)[CH:3]=1.CO[CH:19](OC)[N:20]([CH3:22])[CH3:21], predict the reaction product. The product is: [Br:1][C:2]1[CH:7]=[CH:6][C:5]([N:8]=[CH:19][N:20]([CH3:22])[CH3:21])=[C:4]([C:9]2[CH2:14][CH2:13][C:12]([CH3:16])([CH3:15])[CH2:11][CH:10]=2)[CH:3]=1. (7) Given the reactants [CH2:1]([C@@:4]1([CH3:42])[CH2:9][C@H:8]([C:10]2[CH:15]=[CH:14][CH:13]=[C:12]([Cl:16])[CH:11]=2)[C@@H:7]([C:17]2[CH:22]=[CH:21][C:20]([Cl:23])=[CH:19][CH:18]=2)[N:6]([C@@H:24]([CH2:39][CH3:40])[CH2:25][N:26]2[CH2:31][CH2:30][N:29](C(OC(C)(C)C)=O)[CH2:28][CH2:27]2)[C:5]1=[O:41])[CH:2]=[CH2:3].C(O)(C(F)(F)F)=O, predict the reaction product. The product is: [CH2:1]([C@@:4]1([CH3:42])[CH2:9][C@H:8]([C:10]2[CH:15]=[CH:14][CH:13]=[C:12]([Cl:16])[CH:11]=2)[C@@H:7]([C:17]2[CH:22]=[CH:21][C:20]([Cl:23])=[CH:19][CH:18]=2)[N:6]([C@@H:24]([CH2:39][CH3:40])[CH2:25][N:26]2[CH2:27][CH2:28][NH:29][CH2:30][CH2:31]2)[C:5]1=[O:41])[CH:2]=[CH2:3]. (8) The product is: [F:59][C:55]1[CH:54]=[C:53]2[C:58]([C:49]([NH:47][C:43]3[N:42]=[C:41]([N:38]4[CH2:37][CH2:36][O:35][CH2:40][CH2:39]4)[CH:1]=[CH:45][N:44]=3)=[C:50]([CH3:66])[C:51]([C:60]3[CH:65]=[CH:64][CH:63]=[CH:62][N:61]=3)=[N:52]2)=[CH:57][CH:56]=1.[F:59][C:55]1[CH:54]=[C:53]2[C:58]([C:49]([NH:47][C:43]3[N:42]=[C:41]([N:38]4[CH2:37][CH2:36][O:35][CH2:40][CH2:39]4)[N:46]=[CH:45][N:44]=3)=[C:50]([CH3:66])[C:51]([C:60]3[CH:65]=[CH:64][CH:63]=[CH:62][N:61]=3)=[N:52]2)=[CH:57][CH:56]=1. Given the reactants [CH:1]1(P(C2CCCCC2)C2C=CC=CC=2C2C(C(C)C)=CC(C(C)C)=CC=2C(C)C)CCCCC1.[O:35]1[CH2:40][CH2:39][N:38]([C:41]2[N:46]=[CH:45][N:44]=[C:43]([NH2:47])[N:42]=2)[CH2:37][CH2:36]1.Cl[C:49]1[C:58]2[C:53](=[CH:54][C:55]([F:59])=[CH:56][CH:57]=2)[N:52]=[C:51]([C:60]2[CH:65]=[CH:64][CH:63]=[CH:62][N:61]=2)[C:50]=1[CH3:66].CC(C)([O-])C.[Na+], predict the reaction product. (9) Given the reactants [Cl:1][C:2]1[CH:3]=[N:4][C:5]2[N:6]([N:8]=[C:9]([C:11]([OH:13])=O)[CH:10]=2)[CH:7]=1.[CH3:14][N:15]1[C:20]2[C:21]([CH3:24])=[CH:22][S:23][C:19]=2[CH2:18][CH2:17][NH:16]1, predict the reaction product. The product is: [Cl:1][C:2]1[CH:3]=[N:4][C:5]2[N:6]([N:8]=[C:9]([C:11]([N:16]3[CH2:17][CH2:18][C:19]4[S:23][CH:22]=[C:21]([CH3:24])[C:20]=4[N:15]3[CH3:14])=[O:13])[CH:10]=2)[CH:7]=1.